Dataset: Kinase inhibitor binding affinity data with 442 proteins and 68 drugs (Kd values). Task: Regression. Given a target protein amino acid sequence and a drug SMILES string, predict the binding affinity score between them. We predict pKd (pKd = -log10(Kd in M); higher means stronger binding). Dataset: davis. (1) The small molecule is O=C(O)c1ccc(Nc2ncc3c(n2)-c2ccc(Cl)cc2C(c2c(F)cccc2F)=NC3)cc1. The target protein (EPHB1) has sequence MALDYLLLLLLASAVAAMEETLMDTRTATAELGWTANPASGWEEVSGYDENLNTIRTYQVCNVFEPNQNNWLLTTFINRRGAHRIYTEMRFTVRDCSSLPNVPGSCKETFNLYYYETDSVIATKKSAFWSEAPYLKVDTIAADESFSQVDFGGRLMKVNTEVRSFGPLTRNGFYLAFQDYGACMSLLSVRVFFKKCPSIVQNFAVFPETMTGAESTSLVIARGTCIPNAEEVDVPIKLYCNGDGEWMVPIGRCTCKPGYEPENSVACKACPAGTFKASQEAEGCSHCPSNSRSPAEASPICTCRTGYYRADFDPPEVACTSVPSGPRNVISIVNETSIILEWHPPRETGGRDDVTYNIICKKCRADRRSCSRCDDNVEFVPRQLGLTECRVSISSLWAHTPYTFDIQAINGVSSKSPFPPQHVSVNITTNQAAPSTVPIMHQVSATMRSITLSWPQPEQPNGIILDYEIRYYEKEHNEFNSSMARSQTNTARIDGLRPGM.... The pKd is 6.5. (2) The compound is O=c1ncn2nc(Sc3ccc(F)cc3F)ccc2c1-c1c(Cl)cccc1Cl. The target protein (STK39) has sequence MAEPSGSPVHVQLPQQAAPVTAAAAAAPAAATAAPAPAAPAAPAPAPAPAAQAVGWPICRDAYELQEVIGSGATAVVQAALCKPRQERVAIKRINLEKCQTSMDELLKEIQAMSQCSHPNVVTYYTSFVVKDELWLVMKLLSGGSMLDIIKYIVNRGEHKNGVLEEAIIATILKEVLEGLDYLHRNGQIHRDLKAGNILLGEDGSVQIADFGVSAFLATGGDVTRNKVRKTFVGTPCWMAPEVMEQVRGYDFKADMWSFGITAIELATGAAPYHKYPPMKVLMLTLQNDPPTLETGVEDKEMMKKYGKSFRKLLSLCLQKDPSKRPTAAELLKCKFFQKAKNREYLIEKLLTRTPDIAQRAKKVRRVPGSSGHLHKTEDGDWEWSDDEMDEKSEEGKAAFSQEKSRRVKEENPEIAVSASTIPEQIQSLSVHDSQGPPNANEDYREASSCAVNLVLRLRNSRKELNDIRFEFTPGRDTADGVSQELFSAGLVDGHDVVIV.... The pKd is 5.0. (3) The small molecule is C=CC(=O)Nc1cc2c(Nc3ccc(F)c(Cl)c3)ncnc2cc1OCCCN1CCOCC1. The target protein (CDK11) has sequence MDYDFKAKLAAERERVEDLFEYEGCKVGRGTYGHVYKARRKDGKDEKEYALKQIEGTGISMSACREIALLRELKHPNVIALQKVFLSHSDRKVWLLFDYAEHDLWHIIKFHRASKANKKPMQLPRSMVKSLLYQILDGIHYLHANWVLHRDLKPANILVMGEGPERGRVKIADMGFARLFNSPLKPLADLDPVVVTFWYRAPELLLGARHYTKAIDIWAIGCIFAELLTSEPIFHCRQEDIKTSNPFHHDQLDRIFSVMGFPADKDWEDIRKMPEYPTLQKDFRRTTYANSSLIKYMEKHKVKPDSKVFLLLQKLLTMDPTKRITSEQALQDPYFQEDPLPTLDVFAGCQIPYPKREFLNEDDPEEKGDKNQQQQQNQHQQPTAPPQQAAAPPQAPPPQQNSTQTNGTAGGAGAGVGGTGAGLQHSQDSSLNQVPPNKKPRLGPSGANSGGPVMPSDYQHSSSRLNYQSSVQGSSQSQSTLGYSSSSQQSSQYHPSHQAH.... The pKd is 5.0. (4) The drug is CCC1C(=O)N(C)c2cnc(Nc3ccc(C(=O)NC4CCN(C)CC4)cc3OC)nc2N1C1CCCC1. The target protein (MEK3) has sequence MESPASSQPASMPQSKGKSKRKKDLRISCMSKPPAPNPTPPRNLDSRTFITIGDRNFEVEADDLVTISELGRGAYGVVEKVRHAQSGTIMAVKRIRATVNSQEQKRLLMDLDINMRTVDCFYTVTFYGALFREGDVWICMELMDTSLDKFYRKVLDKNMTIPEDILGEIAVSIVRALEHLHSKLSVIHRDVKPSNVLINKEGHVKMCDFGISGYLVDSVAKTMDAGCKPYMAPERINPELNQKGYNVKSDVWSLGITMIEMAILRFPYESWGTPFQQLKQVVEEPSPQLPADRFSPEFVDFTAQCLRKNPAERMSYLELMEHPFFTLHKTKKTDIAAFVKEILGEDS. The pKd is 5.0. (5) The compound is Cc1cn(-c2cc(NC(=O)c3ccc(C)c(Nc4nccc(-c5cccnc5)n4)c3)cc(C(F)(F)F)c2)cn1. The target protein (TXK) has sequence MILSSYNTIQSVFCCCCCCSVQKRQMRTQISLSTDEELPEKYTQRRRPWLSQLSNKKQSNTGRVQPSKRKPLPPLPPSEVAEEKIQVKALYDFLPREPCNLALRRAEEYLILEKYNPHWWKARDRLGNEGLIPSNYVTENKITNLEIYEWYHRNITRNQAEHLLRQESKEGAFIVRDSRHLGSYTISVFMGARRSTEAAIKHYQIKKNDSGQWYVAERHAFQSIPELIWYHQHNAAGLMTRLRYPVGLMGSCLPATAGFSYEKWEIDPSELAFIKEIGSGQFGVVHLGEWRSHIQVAIKAINEGSMSEEDFIEEAKVMMKLSHSKLVQLYGVCIQRKPLYIVTEFMENGCLLNYLRENKGKLRKEMLLSVCQDICEGMEYLERNGYIHRDLAARNCLVSSTCIVKISDFGMTRYVLDDEYVSSFGAKFPIKWSPPEVFLFNKYSSKSDVWSFGVLMWEVFTEGKMPFENKSNLQVVEAISEGFRLYRPHLAPMSIYEVMY.... The pKd is 5.0. (6) The compound is CCN1CCN(Cc2ccc(NC(=O)Nc3ccc(Oc4cc(NC)ncn4)cc3)cc2C(F)(F)F)CC1. The target protein (ACVR1B) has sequence MAESAGASSFFPLVVLLLAGSGGSGPRGVQALLCACTSCLQANYTCETDGACMVSIFNLDGMEHHVRTCIPKVELVPAGKPFYCLSSEDLRNTHCCYTDYCNRIDLRVPSGHLKEPEHPSMWGPVELVGIIAGPVFLLFLIIIIVFLVINYHQRVYHNRQRLDMEDPSCEMCLSKDKTLQDLVYDLSTSGSGSGLPLFVQRTVARTIVLQEIIGKGRFGEVWRGRWRGGDVAVKIFSSREERSWFREAEIYQTVMLRHENILGFIAADNKDNGTWTQLWLVSDYHEHGSLFDYLNRYTVTIEGMIKLALSAASGLAHLHMEIVGTQGKPGIAHRDLKSKNILVKKNGMCAIADLGLAVRHDAVTDTIDIAPNQRVGTKRYMAPEVLDETINMKHFDSFKCADIYALGLVYWEIARRCNSGGVHEEYQLPYYDLVPSDPSIEEMRKVVCDQKLRPNIPNWWQSYEALRVMGKMMRECWYANGAARLTALRIKKTLSQLSVQ.... The pKd is 5.0.